This data is from Catalyst prediction with 721,799 reactions and 888 catalyst types from USPTO. The task is: Predict which catalyst facilitates the given reaction. (1) Reactant: [NH2:1][CH2:2][CH2:3][C:4]1[C:12]2[C:7](=[CH:8][CH:9]=[CH:10][CH:11]=2)[NH:6][CH:5]=1.[Si:13]([O:20][CH2:21][CH:22]=O)([C:16]([CH3:19])([CH3:18])[CH3:17])([CH3:15])[CH3:14].C(O[BH-](OC(=O)C)OC(=O)C)(=O)C.[Na+].O. Product: [C:16]([Si:13]([CH3:15])([CH3:14])[O:20][CH2:21][CH2:22][NH:1][CH2:2][CH2:3][C:4]1[C:12]2[C:7](=[CH:8][CH:9]=[CH:10][CH:11]=2)[NH:6][CH:5]=1)([CH3:19])([CH3:18])[CH3:17]. The catalyst class is: 4. (2) Reactant: F[B-](F)(F)F.[C:6]1(=[O:20])[N:10](OC(N(C)C)=[N+](C)C)[C:9](=[O:19])[CH2:8][CH2:7]1.[C:21]([O:25][C:26](=[O:46])[CH2:27][CH2:28][CH2:29][CH2:30][CH2:31][CH2:32][CH2:33][CH2:34][CH2:35][CH2:36][CH2:37][CH2:38][CH2:39][CH2:40][CH2:41][CH2:42][C:43]([OH:45])=[O:44])([CH3:24])([CH3:23])[CH3:22].C(N(C(C)C)C(C)C)C. Product: [O:19]=[C:9]1[CH2:8][CH2:7][C:6](=[O:20])[N:10]1[O:44][C:43](=[O:45])[CH2:42][CH2:41][CH2:40][CH2:39][CH2:38][CH2:37][CH2:36][CH2:35][CH2:34][CH2:33][CH2:32][CH2:31][CH2:30][CH2:29][CH2:28][CH2:27][C:26]([O:25][C:21]([CH3:24])([CH3:22])[CH3:23])=[O:46]. The catalyst class is: 4. (3) Reactant: [C:1]1([CH3:7])[CH:6]=[CH:5][CH:4]=[CH:3][CH:2]=1.[CH2:8]([NH2:15])[C:9]1[CH:14]=[CH:13][CH:12]=[CH:11][CH:10]=1.[BH-:16](O[C:26]([CH3:28])=O)(OC(C)=O)OC(C)=O.[Na+:29].C(Cl)Cl. Product: [BH4-:16].[Na+:29].[CH2:8]([NH:15][CH:28]1[CH2:26][N:15]2[C:6]3[C:1]([CH:7]=[C:8]2[CH2:9][CH2:10]1)=[CH:2][CH:3]=[CH:4][CH:5]=3)[C:9]1[CH:14]=[CH:13][CH:12]=[CH:11][CH:10]=1. The catalyst class is: 5. (4) Reactant: [Br:1][CH:2]1[C:7]2([C:10]3[CH:15]=[CH:14][C:13]([Cl:16])=[CH:12][CH:11]=3)[CH2:8][CH2:9][C:4]([CH2:17][OH:18])([CH2:5][O:6]2)[CH2:3]1.CC(OI1(OC(C)=O)(OC(C)=O)OC(=O)C2C=CC=CC1=2)=O. Product: [Br:1][CH:2]1[C:7]2([C:10]3[CH:15]=[CH:14][C:13]([Cl:16])=[CH:12][CH:11]=3)[CH2:8][CH2:9][C:4]([CH:17]=[O:18])([CH2:5][O:6]2)[CH2:3]1. The catalyst class is: 4.